Dataset: Forward reaction prediction with 1.9M reactions from USPTO patents (1976-2016). Task: Predict the product of the given reaction. (1) Given the reactants [O:1]1[CH2:6][CH2:5][N:4]([C:7]2[N:12]=[CH:11][C:10]([C:13]3[CH:14]=[C:15]([CH:34]=[CH:35][CH:36]=3)[CH2:16][O:17][C:18]3[CH:23]=[CH:22][C:21]([C:24]4([CH2:28][C:29]([O:31]CC)=[O:30])[CH2:27][O:26][CH2:25]4)=[CH:20][CH:19]=3)=[CH:9][N:8]=2)[CH2:3][CH2:2]1, predict the reaction product. The product is: [O:1]1[CH2:6][CH2:5][N:4]([C:7]2[N:8]=[CH:9][C:10]([C:13]3[CH:14]=[C:15]([CH:34]=[CH:35][CH:36]=3)[CH2:16][O:17][C:18]3[CH:23]=[CH:22][C:21]([C:24]4([CH2:28][C:29]([OH:31])=[O:30])[CH2:27][O:26][CH2:25]4)=[CH:20][CH:19]=3)=[CH:11][N:12]=2)[CH2:3][CH2:2]1. (2) Given the reactants S(=O)(=O)(O)O.[Cl:6][C:7]1[CH:12]=[C:11]([N+:13]([O-:15])=[O:14])[CH:10]=[C:9]([Cl:16])[C:8]=1[CH2:17][C:18]([OH:20])=[O:19].[CH3:21]O, predict the reaction product. The product is: [CH3:21][O:19][C:18](=[O:20])[CH2:17][C:8]1[C:7]([Cl:6])=[CH:12][C:11]([N+:13]([O-:15])=[O:14])=[CH:10][C:9]=1[Cl:16]. (3) The product is: [C:16]([O:15][CH2:14][CH:7]1[CH:8]2[CH:9]([O:10][C:11](=[O:13])[CH2:12]2)[CH:5]([S:30][C:24]2[CH:29]=[CH:28][CH:27]=[CH:26][CH:25]=2)[O:6]1)(=[O:23])[C:17]1[CH:18]=[CH:19][CH:20]=[CH:21][CH:22]=1. Given the reactants C(O[CH:5]1[CH:9]2[O:10][C:11](=[O:13])[CH2:12][CH:8]2[CH:7]([CH2:14][O:15][C:16](=[O:23])[C:17]2[CH:22]=[CH:21][CH:20]=[CH:19][CH:18]=2)[O:6]1)(=O)C.[C:24]1([SH:30])[CH:29]=[CH:28][CH:27]=[CH:26][CH:25]=1.B(F)(F)F.CCOCC.C([O-])(O)=O.[Na+], predict the reaction product.